Predict the reactants needed to synthesize the given product. From a dataset of Full USPTO retrosynthesis dataset with 1.9M reactions from patents (1976-2016). The reactants are: CC([O-])(C)C.[K+].[NH2:7][C:8]1[CH:28]=[CH:27][C:11]([C:12]([N:14]2[CH2:19][CH2:18][N:17]([C:20]([O:22][C:23]([CH3:26])([CH3:25])[CH3:24])=[O:21])[CH2:16][CH2:15]2)=[O:13])=[CH:10][CH:9]=1.[Br:29][C:30]1[CH:31]=[CH:32][C:33](F)=[C:34]([CH:37]=1)[C:35]#[N:36].[NH4+].[Cl-]. Given the product [Br:29][C:30]1[CH:31]=[CH:32][C:33]([NH:7][C:8]2[CH:9]=[CH:10][C:11]([C:12]([N:14]3[CH2:15][CH2:16][N:17]([C:20]([O:22][C:23]([CH3:25])([CH3:24])[CH3:26])=[O:21])[CH2:18][CH2:19]3)=[O:13])=[CH:27][CH:28]=2)=[C:34]([C:35]#[N:36])[CH:37]=1, predict the reactants needed to synthesize it.